This data is from Retrosynthesis with 50K atom-mapped reactions and 10 reaction types from USPTO. The task is: Predict the reactants needed to synthesize the given product. (1) Given the product COC[C@H](Nc1nc(Cl)nc(Nc2cn(C)cn2)n1)c1ncc(F)cc1F, predict the reactants needed to synthesize it. The reactants are: COC[C@H](N)c1ncc(F)cc1F.Cn1cnc(Nc2nc(Cl)nc(Cl)n2)c1. (2) Given the product CN[C@H](C(=O)O)C(C)(C)c1cccc(Br)c1, predict the reactants needed to synthesize it. The reactants are: CC(C)(C(=O)C(=O)O)c1cccc(Br)c1.CN. (3) Given the product Cc1ncnc2c1c(NCc1ccc(CN)cc1)cc(=O)n2OCc1ccccc1, predict the reactants needed to synthesize it. The reactants are: Cc1ncnc2c1c(NCc1ccc(CNC(=O)OC(C)(C)C)cc1)cc(=O)n2OCc1ccccc1. (4) Given the product Cc1ccc(S(=O)(=O)NC(=O)c2ccc(-c3ccc(OCCc4ccc(Cl)cc4)nn3)cc2)cc1, predict the reactants needed to synthesize it. The reactants are: Cc1ccc(S(N)(=O)=O)cc1.O=C(O)c1ccc(-c2ccc(OCCc3ccc(Cl)cc3)nn2)cc1. (5) The reactants are: Brc1cncc(N2CC3CC4CC2CN(C4)C3)c1.COc1ccccc1B(O)O. Given the product COc1ccccc1-c1cncc(N2CC3CC4CC2CN(C4)C3)c1, predict the reactants needed to synthesize it.